Dataset: CYP2C9 inhibition data for predicting drug metabolism from PubChem BioAssay. Task: Regression/Classification. Given a drug SMILES string, predict its absorption, distribution, metabolism, or excretion properties. Task type varies by dataset: regression for continuous measurements (e.g., permeability, clearance, half-life) or binary classification for categorical outcomes (e.g., BBB penetration, CYP inhibition). Dataset: cyp2c9_veith. (1) The compound is COc1cccc(CNCCc2c[nH]c3ccccc23)c1OCc1ccccc1F.Cl. The result is 0 (non-inhibitor). (2) The drug is CCOC(=O)N1CCC(=C2c3ccc(Cl)cc3CCc3cccnc32)CC1. The result is 1 (inhibitor). (3) The compound is N[C@H](Cn1ccc(=O)c(O)c1)C(=O)O. The result is 0 (non-inhibitor). (4) The drug is COc1ccccc1OC[C@H](O)CN1CCN(CC(=O)Nc2c(C)cccc2C)CC1. The result is 0 (non-inhibitor). (5) The molecule is COc1cccc(Cn2c(=O)c(CCc3ccccc3)nc3cnc(N(C)C)nc32)c1. The result is 1 (inhibitor). (6) The compound is CCCCC[C@H](O)/C=C\[C@@H]1[C@H](O)CC(=O)[C@@H]1CCCCCCC(=O)O. The result is 0 (non-inhibitor).